Dataset: Reaction yield outcomes from USPTO patents with 853,638 reactions. Task: Predict the reaction yield, written as a fraction of the theoretical maximum amount of product (1.0 means a 100% yield; for example, 0.34 means a 34% yield). (1) The reactants are [Cl:1][C:2]1[CH:3]=[C:4]([CH:27]=[CH:28][C:29]=1[F:30])[NH:5][C:6]1[C:15]2[C:10](=[CH:11][C:12]([O:22][CH2:23][CH2:24][CH2:25]Cl)=[CH:13][C:14]=2[O:16][CH:17]2[CH2:21][CH2:20][O:19][CH2:18]2)[N:9]=[CH:8][N:7]=1.[CH3:31][O:32][CH2:33][CH2:34][N:35]1[CH2:40][CH2:39][NH:38][CH2:37][CH2:36]1. No catalyst specified. The product is [Cl:1][C:2]1[CH:3]=[C:4]([CH:27]=[CH:28][C:29]=1[F:30])[NH:5][C:6]1[C:15]2[C:10](=[CH:11][C:12]([O:22][CH2:23][CH2:24][CH2:25][N:38]3[CH2:39][CH2:40][N:35]([CH2:34][CH2:33][O:32][CH3:31])[CH2:36][CH2:37]3)=[CH:13][C:14]=2[O:16][CH:17]2[CH2:21][CH2:20][O:19][CH2:18]2)[N:9]=[CH:8][N:7]=1. The yield is 0.490. (2) The reactants are [NH2:1][C:2]1[N:7]=[CH:6][C:5]([CH2:8][NH:9][C:10](=[O:26])[NH:11][CH2:12][C:13]([N:15]([O:18]CC2C=CC=CC=2)[CH2:16][CH3:17])=[O:14])=[CH:4][CH:3]=1. The catalyst is CO.[Pd]. The product is [NH2:1][C:2]1[N:7]=[CH:6][C:5]([CH2:8][NH:9][C:10](=[O:26])[NH:11][CH2:12][C:13]([N:15]([OH:18])[CH2:16][CH3:17])=[O:14])=[CH:4][CH:3]=1. The yield is 0.570. (3) The reactants are [NH2:1][C:2]1[C:7]([N+:8]([O-])=O)=[CH:6][C:5]([Cl:11])=[CH:4][C:3]=1[CH2:12][OH:13].CO.C(O)(=O)C. The catalyst is C(O)(C)C.[Ni].O.CO.O. The product is [NH2:1][C:2]1[C:7]([NH2:8])=[CH:6][C:5]([Cl:11])=[CH:4][C:3]=1[CH2:12][OH:13]. The yield is 0.840. (4) The reactants are [CH2:1]([O:3][C:4]([C:6]1[C:15](=O)[C:14]2[C:9](=[CH:10][CH:11]=[C:12]([O:17][CH3:18])[N:13]=2)[NH:8][CH:7]=1)=[O:5])[CH3:2].P(Br)(Br)[Br:20].O.C(=O)([O-])[O-].[Na+].[Na+]. The catalyst is CN(C=O)C. The product is [CH2:1]([O:3][C:4]([C:6]1[CH:7]=[N:8][C:9]2[C:14]([C:15]=1[Br:20])=[N:13][C:12]([O:17][CH3:18])=[CH:11][CH:10]=2)=[O:5])[CH3:2]. The yield is 0.900.